From a dataset of M1 muscarinic receptor antagonist screen with 61,756 compounds. Binary Classification. Given a drug SMILES string, predict its activity (active/inactive) in a high-throughput screening assay against a specified biological target. (1) The molecule is S(Cc1nc2n([nH]cn2)c(=O)c1)c1sc(nn1)C. The result is 0 (inactive). (2) The drug is o1c2c(n(CCC(=O)Nc3c(OCC)cccc3)c1=O)cccc2. The result is 0 (inactive). (3) The result is 0 (inactive). The drug is s1c2c(CCCC2)c2c1ncn(CCN1CCOCC1)c2=N. (4) The result is 1 (active). The molecule is S(=O)(=O)(N1CCN(CC1)c1nc(NC2CCCC2)c2c(n1)cccc2)c1ccc(NC(=O)C)cc1. (5) The drug is Clc1ccc(N2CCN(CC2)C(=O)CCCn2c(=O)c3c([nH]c2=S)cc2OCOc2c3)cc1. The result is 0 (inactive). (6) The compound is ClC=1CC2C(CC1)C(=O)N(C2=O)CNc1ncccc1. The result is 0 (inactive).